Dataset: Full USPTO retrosynthesis dataset with 1.9M reactions from patents (1976-2016). Task: Predict the reactants needed to synthesize the given product. (1) Given the product [Br:28][C:29]1[CH:30]=[C:31]([C:35]2[O:36][CH:12]=[N:11][CH:10]=2)[CH:32]=[N:33][CH:34]=1, predict the reactants needed to synthesize it. The reactants are: C1(C)C(S([CH2:10][N+:11]#[C-:12])(=O)=O)=CC=CC=1.N12CCCN=C1CCCCC2.ClCCl.[Br:28][C:29]1[CH:30]=[C:31]([CH:35]=[O:36])[CH:32]=[N:33][CH:34]=1. (2) Given the product [CH3:1][O:2][C:3]1[CH:4]=[C:5]2[C:10](=[CH:11][C:12]=1[O:13][CH3:14])[N:9]=[CH:8][CH:7]=[C:6]2[O:15][C:16]1[CH:25]=[C:24]2[C:19]([CH:20]=[CH:21][C:22]([NH:26][C:38](=[O:39])[C:37]3[CH:41]=[CH:42][C:34]([Cl:33])=[CH:35][CH:36]=3)=[CH:23]2)=[CH:18][CH:17]=1, predict the reactants needed to synthesize it. The reactants are: [CH3:1][O:2][C:3]1[CH:4]=[C:5]2[C:10](=[CH:11][C:12]=1[O:13][CH3:14])[N:9]=[CH:8][CH:7]=[C:6]2[O:15][C:16]1[CH:25]=[C:24]2[C:19]([CH:20]=[CH:21][C:22]([NH2:26])=[CH:23]2)=[CH:18][CH:17]=1.C([O-])([O-])=O.[K+].[K+].[Cl:33][C:34]1[CH:42]=[CH:41][C:37]([C:38](Cl)=[O:39])=[CH:36][CH:35]=1. (3) Given the product [CH3:29][C@H:28]1[O:2][C@@H:1]([C:3]2[CH:12]=[CH:11][C:6]([C:7]([O:9][CH3:10])=[O:8])=[CH:5][CH:4]=2)[CH2:26][C:25](=[O:24])[CH2:27]1, predict the reactants needed to synthesize it. The reactants are: [CH:1]([C:3]1[CH:12]=[CH:11][C:6]([C:7]([O:9][CH3:10])=[O:8])=[CH:5][CH:4]=1)=[O:2].B(F)(F)F.CCOCC.C[Si](C)(C)[O:24][C:25](/[CH:27]=[CH:28]/[CH3:29])=[CH2:26].Cl.[F-].C([N+](CCCC)(CCCC)CCCC)CCC.C1COCC1.